Task: Regression. Given a peptide amino acid sequence and an MHC pseudo amino acid sequence, predict their binding affinity value. This is MHC class II binding data.. Dataset: Peptide-MHC class II binding affinity with 134,281 pairs from IEDB (1) The peptide sequence is YEVRAELPGVDPDKD. The MHC is HLA-DQA10301-DQB10302 with pseudo-sequence HLA-DQA10301-DQB10302. The binding affinity (normalized) is 0.326. (2) The peptide sequence is DHGGACGYKDVDKPP. The MHC is DRB1_0101 with pseudo-sequence DRB1_0101. The binding affinity (normalized) is 0. (3) The peptide sequence is GVLQTFMRMAWGGSY. The MHC is DRB1_0101 with pseudo-sequence DRB1_0101. The binding affinity (normalized) is 0.934. (4) The peptide sequence is QYIKANAKFIGITE. The MHC is DRB1_1101 with pseudo-sequence DRB1_1101. The binding affinity (normalized) is 0.780. (5) The peptide sequence is YDKFLATVSTVLTGK. The MHC is DRB1_0404 with pseudo-sequence DRB1_0404. The binding affinity (normalized) is 0.172.